Dataset: Forward reaction prediction with 1.9M reactions from USPTO patents (1976-2016). Task: Predict the product of the given reaction. (1) The product is: [F:13][C:12]([F:15])([F:14])[C:8]1[CH:7]=[C:6]([C:4]2[C:3]3[CH:16]=[CH:17][CH:18]=[CH:19][C:2]=3[NH:1][C:24](=[O:23])[CH2:25][N:26]=2)[CH:11]=[CH:10][CH:9]=1. Given the reactants [NH2:1][C:2]1[CH:19]=[CH:18][CH:17]=[CH:16][C:3]=1[C:4]([C:6]1[CH:11]=[CH:10][CH:9]=[C:8]([C:12]([F:15])([F:14])[F:13])[CH:7]=1)=O.Cl.C([O:23][C:24](=O)[CH2:25][NH2:26])C, predict the reaction product. (2) Given the reactants [OH:1][CH2:2][C:3]1[CH:11]=[CH:10][C:6]([C:7]([OH:9])=O)=[CH:5][CH:4]=1.[CH2:12]([NH:14][CH2:15][CH3:16])[CH3:13].O.ON1C2C=CC=CC=2N=N1.Cl.CN(C)CCCN=C=NCC, predict the reaction product. The product is: [CH2:12]([N:14]([CH2:15][CH3:16])[C:7](=[O:9])[C:6]1[CH:5]=[CH:4][C:3]([CH2:2][OH:1])=[CH:11][CH:10]=1)[CH3:13]. (3) Given the reactants [CH3:1][C:2]1[C:7]([CH2:8]O)=[CH:6][CH:5]=[C:4]([C:10]2[CH:15]=[CH:14][C:13]([C:16]([F:19])([F:18])[F:17])=[CH:12][CH:11]=2)[N:3]=1.[C:20]1(=[O:30])[NH:24][C:23](=[O:25])[C:22]2=[CH:26][CH:27]=[CH:28][CH:29]=[C:21]12.C1(P(C2C=CC=CC=2)C2C=CC=CC=2)C=CC=CC=1.N(C(OC(C)(C)C)=O)=NC(OC(C)(C)C)=O, predict the reaction product. The product is: [CH3:1][C:2]1[C:7]([CH2:8][N:24]2[C:20](=[O:30])[C:21]3[C:22](=[CH:26][CH:27]=[CH:28][CH:29]=3)[C:23]2=[O:25])=[CH:6][CH:5]=[C:4]([C:10]2[CH:15]=[CH:14][C:13]([C:16]([F:19])([F:18])[F:17])=[CH:12][CH:11]=2)[N:3]=1. (4) Given the reactants [OH:1][C:2]1[CH:3]=[C:4]2[C:9](=[CH:10][CH:11]=1)[C:7](=[O:8])[O:6][CH2:5]2.Cl.Cl[CH2:14][CH2:15][N:16]1[CH2:21][CH2:20][O:19][CH2:18][CH2:17]1.C(=O)([O-])[O-].[K+].[K+], predict the reaction product. The product is: [N:16]1([CH2:15][CH2:14][O:1][C:2]2[CH:3]=[C:4]3[C:9](=[CH:10][CH:11]=2)[C:7](=[O:8])[O:6][CH2:5]3)[CH2:21][CH2:20][O:19][CH2:18][CH2:17]1.